This data is from Full USPTO retrosynthesis dataset with 1.9M reactions from patents (1976-2016). The task is: Predict the reactants needed to synthesize the given product. (1) Given the product [CH3:28][C:29]1[CH:34]=[CH:33][C:32]([S:10]([C:13]2[CH:14]=[C:15]([C:22]([O:24][CH3:25])=[O:23])[C:16]3[O:20][CH2:19][CH2:18][C:17]=3[CH:21]=2)(=[O:11])=[O:12])=[CH:31][CH:30]=1, predict the reactants needed to synthesize it. The reactants are: COC1C=CC(C)=CC=1[S:10]([C:13]1[CH:14]=[C:15]([C:22]([O:24][CH3:25])=[O:23])[C:16]2[O:20][CH2:19][CH2:18][C:17]=2[CH:21]=1)(=[O:12])=[O:11].O1[C:30]2[C:31](C(OC)=O)=[CH:32][CH:33]=[CH:34][C:29]=2[CH2:28]C1.CC1C=CC(S(O)(=O)=O)=CC=1. (2) Given the product [N:1]1([C:7]([O:30][C:25]2[CH:26]=[CH:27][C:28]3[C:29]4[C:21](=[C:20]([C:31](=[O:32])[NH2:33])[CH:19]=[CH:18][C:17]=4[C:12]4[CH:13]=[CH:14][CH:15]=[CH:16][C:11]=4[F:10])[NH:22][C:23]=3[CH:24]=2)=[O:8])[CH2:6][CH2:5][O:4][CH2:3][CH2:2]1, predict the reactants needed to synthesize it. The reactants are: [N:1]1([C:7](Cl)=[O:8])[CH2:6][CH2:5][O:4][CH2:3][CH2:2]1.[F:10][C:11]1[CH:16]=[CH:15][CH:14]=[CH:13][C:12]=1[C:17]1[C:29]2[C:28]3[C:23](=[CH:24][C:25]([OH:30])=[CH:26][CH:27]=3)[NH:22][C:21]=2[C:20]([C:31]([NH2:33])=[O:32])=[CH:19][CH:18]=1.